This data is from Catalyst prediction with 721,799 reactions and 888 catalyst types from USPTO. The task is: Predict which catalyst facilitates the given reaction. (1) Reactant: [C:1]1([S:7]([C:10]2[C:18]3[C:13](=[CH:14][CH:15]=[CH:16][C:17]=3[CH2:19][CH2:20][CH2:21]Cl)[NH:12][CH:11]=2)(=[O:9])=[O:8])[CH:6]=[CH:5][CH:4]=[CH:3][CH:2]=1.[CH:23]([NH2:26])([CH3:25])[CH3:24]. Product: [CH:23]([NH:26][CH2:21][CH2:20][CH2:19][C:17]1[CH:16]=[CH:15][CH:14]=[C:13]2[C:18]=1[C:10]([S:7]([C:1]1[CH:6]=[CH:5][CH:4]=[CH:3][CH:2]=1)(=[O:9])=[O:8])=[CH:11][NH:12]2)([CH3:25])[CH3:24]. The catalyst class is: 758. (2) Reactant: [CH3:1]C(C)([O-])C.[K+].C[PH3+].[Br:9][C:10]1[CH:23]=[CH:22][C:13]([C:14]([C:16]2[CH:21]=[CH:20][CH:19]=[CH:18][CH:17]=2)=O)=[CH:12][CH:11]=1. Product: [Br:9][C:10]1[CH:23]=[CH:22][C:13]([C:14]([C:16]2[CH:21]=[CH:20][CH:19]=[CH:18][CH:17]=2)=[CH2:1])=[CH:12][CH:11]=1. The catalyst class is: 1. (3) The catalyst class is: 23. Reactant: [CH3:1][O:2][C:3]1[CH:10]=[C:9]([O:11][CH3:12])[C:8]([C:13]2[N:14]=[N:15][NH:16][N:17]=2)=[CH:7][C:4]=1[CH:5]=O.[C:18]([C:21]1[CH:29]=[CH:28][C:24]([C:25]([OH:27])=[O:26])=[CH:23][CH:22]=1)(=[O:20])[CH3:19]. Product: [CH3:1][O:2][C:3]1[CH:10]=[C:9]([O:11][CH3:12])[C:8]([C:13]2[N:14]=[N:15][NH:16][N:17]=2)=[CH:7][C:4]=1/[CH:5]=[CH:19]/[C:18]([C:21]1[CH:29]=[CH:28][C:24]([C:25]([OH:27])=[O:26])=[CH:23][CH:22]=1)=[O:20]. (4) Reactant: [NH2:1][C:2]1[CH:7]=[CH:6][C:5]([S:8][C:9]2[N:14]=[C:13]([NH:15][C:16]3[S:17][C:18]([C:21]#[N:22])=[CH:19][N:20]=3)[CH:12]=[C:11]([N:23]3[CH2:28][CH2:27][N:26]([CH3:29])[CH2:25][CH2:24]3)[N:10]=2)=[CH:4][CH:3]=1.C(N(CC)CC)C.[C:37](Cl)(=[O:40])[CH2:38][CH3:39]. Product: [C:21]([C:18]1[S:17][C:16]([NH:15][C:13]2[CH:12]=[C:11]([N:23]3[CH2:24][CH2:25][N:26]([CH3:29])[CH2:27][CH2:28]3)[N:10]=[C:9]([S:8][C:5]3[CH:4]=[CH:3][C:2]([NH:1][C:37](=[O:40])[CH2:38][CH3:39])=[CH:7][CH:6]=3)[N:14]=2)=[N:20][CH:19]=1)#[N:22]. The catalyst class is: 7. (5) Reactant: Cl[C:2]1[C:11]2[CH2:10][N:9]([CH3:12])[C:8](=[O:13])[NH:7][C:6]=2[N:5]=[CH:4][CH:3]=1.[NH2:14][C:15]1[CH:20]=[CH:19][C:18]([NH:21][C:22](=[O:30])[C:23]2[CH:28]=[CH:27][CH:26]=[C:25]([F:29])[CH:24]=2)=[CH:17][C:16]=1[F:31].Cl. Product: [F:29][C:25]1[CH:24]=[C:23]([CH:28]=[CH:27][CH:26]=1)[C:22]([NH:21][C:18]1[CH:19]=[CH:20][C:15]([NH:14][C:2]2[C:11]3[CH2:10][N:9]([CH3:12])[C:8](=[O:13])[NH:7][C:6]=3[N:5]=[CH:4][CH:3]=2)=[C:16]([F:31])[CH:17]=1)=[O:30]. The catalyst class is: 37.